Dataset: Full USPTO retrosynthesis dataset with 1.9M reactions from patents (1976-2016). Task: Predict the reactants needed to synthesize the given product. (1) Given the product [F:31][CH:2]([F:1])[C:3]1[N:7]([C:8]2[N:13]=[C:12]([N:14]3[CH2:15][CH2:16][O:17][CH2:18][CH2:19]3)[N:11]=[C:10]([N:20]3[CH2:21][CH:22]([NH:24][S:41]([C:40]([F:53])([F:52])[F:39])(=[O:43])=[O:42])[CH2:23]3)[N:9]=2)[C:6]2[CH:25]=[CH:26][CH:27]=[C:28]([O:29][CH3:30])[C:5]=2[N:4]=1, predict the reactants needed to synthesize it. The reactants are: [F:1][CH:2]([F:31])[C:3]1[N:7]([C:8]2[N:13]=[C:12]([N:14]3[CH2:19][CH2:18][O:17][CH2:16][CH2:15]3)[N:11]=[C:10]([N:20]3[CH2:23][CH:22]([NH2:24])[CH2:21]3)[N:9]=2)[C:6]2[CH:25]=[CH:26][CH:27]=[C:28]([O:29][CH3:30])[C:5]=2[N:4]=1.CCN(CC)CC.[F:39][C:40]([F:53])([F:52])[S:41](O[S:41]([C:40]([F:53])([F:52])[F:39])(=[O:43])=[O:42])(=[O:43])=[O:42]. (2) The reactants are: F[C:2]1[CH:3]=[C:4]2[C:9](=[CH:10][C:11]=1[N+:12]([O-:14])=[O:13])[NH:8][C:7](=[O:15])[N:6]([NH:16][S:17]([CH3:20])(=[O:19])=[O:18])[C:5]2=[O:21].[NH:22]1[CH:26]=[CH:25][CH:24]=[N:23]1. Given the product [N+:12]([C:11]1[CH:10]=[C:9]2[C:4]([C:5](=[O:21])[N:6]([NH:16][S:17]([CH3:20])(=[O:19])=[O:18])[C:7](=[O:15])[NH:8]2)=[CH:3][C:2]=1[N:22]1[CH:26]=[CH:25][CH:24]=[N:23]1)([O-:14])=[O:13], predict the reactants needed to synthesize it.